From a dataset of Forward reaction prediction with 1.9M reactions from USPTO patents (1976-2016). Predict the product of the given reaction. (1) Given the reactants C(OC(=O)[NH:7][CH2:8][CH2:9][CH2:10][CH2:11][C:12]1[CH:17]=[CH:16][C:15]([O:18][CH2:19][C:20](=[O:27])[NH:21][C:22]2[NH:23][CH:24]=[CH:25][N:26]=2)=[CH:14][CH:13]=1)(C)(C)C.[ClH:29], predict the reaction product. The product is: [ClH:29].[ClH:29].[NH2:7][CH2:8][CH2:9][CH2:10][CH2:11][C:12]1[CH:17]=[CH:16][C:15]([O:18][CH2:19][C:20]([NH:21][C:22]2[NH:26][CH:25]=[CH:24][N:23]=2)=[O:27])=[CH:14][CH:13]=1. (2) Given the reactants B.[CH3:2][C:3]1[CH:4]=[C:5]([N:9]2[N:13]=[N:12][C:11]([C:14](=[O:16])[CH3:15])=[N:10]2)[CH:6]=[CH:7][CH:8]=1, predict the reaction product. The product is: [CH3:2][C:3]1[CH:4]=[C:5]([N:9]2[N:13]=[N:12][C:11]([C@H:14]([OH:16])[CH3:15])=[N:10]2)[CH:6]=[CH:7][CH:8]=1.